From a dataset of Full USPTO retrosynthesis dataset with 1.9M reactions from patents (1976-2016). Predict the reactants needed to synthesize the given product. (1) Given the product [O:1]=[C:2]1[CH2:7][CH2:6][C:5]([C:12]2[CH:13]=[CH:14][C:15]([C:18]([F:19])([F:20])[F:21])=[CH:16][CH:17]=2)([C:8]([O:10][CH3:11])=[O:9])[CH2:4][CH2:3]1, predict the reactants needed to synthesize it. The reactants are: [OH:1][C:2]1[CH2:7][CH2:6][C:5]([C:12]2[CH:17]=[CH:16][C:15]([C:18]([F:21])([F:20])[F:19])=[CH:14][CH:13]=2)([C:8]([O:10][CH3:11])=[O:9])[CH2:4][C:3]=1C(OC)=O.[OH-].[K+].C(OCC)(=O)C.Cl. (2) Given the product [Br:13][C:11]1[CH:10]=[C:4]([CH:3]=[C:2]([NH:1][CH:14]2[CH2:18][CH2:17][CH2:16][CH2:15]2)[CH:12]=1)[C:5]([O:7][CH3:8])=[O:6], predict the reactants needed to synthesize it. The reactants are: [NH2:1][C:2]1[CH:3]=[C:4]([CH:10]=[C:11]([Br:13])[CH:12]=1)[C:5]([O:7][CH2:8]C)=[O:6].[C:14]1(=O)[CH2:18][CH2:17][CH2:16][CH2:15]1.C(O)(=O)C.C([BH3-])#N.[Na+].